Dataset: Catalyst prediction with 721,799 reactions and 888 catalyst types from USPTO. Task: Predict which catalyst facilitates the given reaction. (1) Reactant: I[C:2]1[CH:7]=[CH:6][N:5]2[C:8]([C:11]3[CH:16]=[CH:15][C:14]([N:17]4[C@@H:21]([C:22]5[CH:27]=[CH:26][CH:25]=[CH:24][CH:23]=5)[C:20]([CH3:29])([CH3:28])[O:19][C:18]4=[O:30])=[CH:13][CH:12]=3)=[N:9][N:10]=[C:4]2[CH:3]=1.C(=O)([O-])[O-].[Na+].[Na+].[N:37]1[CH:42]=[C:41](B(O)O)[CH:40]=[N:39][CH:38]=1. Product: [CH3:28][C:20]1([CH3:29])[O:19][C:18](=[O:30])[N:17]([C:14]2[CH:15]=[CH:16][C:11]([C:8]3[N:5]4[CH:6]=[CH:7][C:2]([C:41]5[CH:42]=[N:37][CH:38]=[N:39][CH:40]=5)=[CH:3][C:4]4=[N:10][N:9]=3)=[CH:12][CH:13]=2)[C@H:21]1[C:22]1[CH:27]=[CH:26][CH:25]=[CH:24][CH:23]=1. The catalyst class is: 12. (2) Reactant: [CH3:1][C:2]1[CH:3]=[C:4]([CH:27]=[CH:28][CH:29]=1)[CH:5]=[N:6][NH:7][C:8]1[CH:13]=[C:12]([N:14]2[CH2:19][CH2:18][O:17][CH2:16][CH2:15]2)[N:11]=[C:10]([CH2:20][CH2:21]OS(C)(=O)=O)[N:9]=1.[N:30]1[CH:35]=[CH:34][C:33]([C:36]2[NH:37][C:38]([SH:41])=[N:39][N:40]=2)=[CH:32][CH:31]=1.[H-].[Na+]. Product: [CH3:1][C:2]1[CH:3]=[C:4]([CH:27]=[CH:28][CH:29]=1)[CH:5]=[N:6][NH:7][C:8]1[CH:13]=[C:12]([N:14]2[CH2:19][CH2:18][O:17][CH2:16][CH2:15]2)[N:11]=[C:10]([CH2:20][CH2:21][S:41][C:38]2[NH:37][C:36]([C:33]3[CH:34]=[CH:35][N:30]=[CH:31][CH:32]=3)=[N:40][N:39]=2)[N:9]=1. The catalyst class is: 7.